Dataset: Forward reaction prediction with 1.9M reactions from USPTO patents (1976-2016). Task: Predict the product of the given reaction. Given the reactants [N:1]([C:4]1[CH:5]=[C:6]([CH:27]=[CH:28][C:29]=1[CH3:30])[C:7]([NH:9][C:10]1[CH:15]=[C:14]([C:16]([CH3:19])([CH3:18])[CH3:17])[CH:13]=[C:12]([NH:20][S:21]([CH3:24])(=[O:23])=[O:22])[C:11]=1[O:25][CH3:26])=[O:8])=[N+:2]=[N-:3].[C:31]([C:33]1[N:37]([CH3:38])[C:36]([C:39](=[O:44])[C:40]([CH3:43])([CH3:42])[CH3:41])=[N:35][CH:34]=1)#[CH:32], predict the reaction product. The product is: [C:16]([C:14]1[CH:13]=[C:12]([NH:20][S:21]([CH3:24])(=[O:22])=[O:23])[C:11]([O:25][CH3:26])=[C:10]([NH:9][C:7](=[O:8])[C:6]2[CH:27]=[CH:28][C:29]([CH3:30])=[C:4]([N:1]3[CH:32]=[C:31]([C:33]4[N:37]([CH3:38])[C:36]([C:39](=[O:44])[C:40]([CH3:41])([CH3:42])[CH3:43])=[N:35][CH:34]=4)[N:3]=[N:2]3)[CH:5]=2)[CH:15]=1)([CH3:18])([CH3:19])[CH3:17].